From a dataset of Full USPTO retrosynthesis dataset with 1.9M reactions from patents (1976-2016). Predict the reactants needed to synthesize the given product. (1) Given the product [F:1][C:2]1[CH:7]=[CH:6][C:5]([C:8]2[N:9]=[C:10]3[CH:15]=[CH:14][C:13]([C:16]4[CH:24]=[CH:23][CH:22]=[C:18]([C:19](=[O:21])[NH:39][C:36]([C:30]5[CH:35]=[CH:34][CH:33]=[CH:32][CH:31]=5)([CH3:38])[CH3:37])[CH:17]=4)=[CH:12][N:11]3[C:25]=2[C:26]([NH:27][CH3:28])=[O:29])=[CH:4][CH:3]=1, predict the reactants needed to synthesize it. The reactants are: [F:1][C:2]1[CH:7]=[CH:6][C:5]([C:8]2[N:9]=[C:10]3[CH:15]=[CH:14][C:13]([C:16]4[CH:17]=[C:18]([CH:22]=[CH:23][CH:24]=4)[C:19]([OH:21])=O)=[CH:12][N:11]3[C:25]=2[C:26](=[O:29])[NH:27][CH3:28])=[CH:4][CH:3]=1.[C:30]1([C:36]([NH2:39])([CH3:38])[CH3:37])[CH:35]=[CH:34][CH:33]=[CH:32][CH:31]=1.CN(C=O)C.CN(C(ON1N=NC2C=CC=NC1=2)=[N+](C)C)C.F[P-](F)(F)(F)(F)F. (2) Given the product [CH3:1][S:2]([C:5]1[CH:6]=[CH:7][C:8]([CH:11]([C:19]2[NH:23][C:22]([C:24]3[S:28][C:27]([CH:29]=[O:30])=[N:26][N:25]=3)=[CH:21][CH:20]=2)[CH2:12][CH:13]2[CH2:14][CH2:15][O:16][CH2:17][CH2:18]2)=[CH:9][CH:10]=1)(=[O:4])=[O:3], predict the reactants needed to synthesize it. The reactants are: [CH3:1][S:2]([C:5]1[CH:10]=[CH:9][C:8]([CH:11]([C:19]2[NH:23][C:22]([C:24]3[S:28][C:27]([CH2:29][OH:30])=[N:26][N:25]=3)=[CH:21][CH:20]=2)[CH2:12][CH:13]2[CH2:18][CH2:17][O:16][CH2:15][CH2:14]2)=[CH:7][CH:6]=1)(=[O:4])=[O:3].CC(OI1(OC(C)=O)(OC(C)=O)OC(=O)C2C=CC=CC1=2)=O.C(=O)([O-])O.[Na+]. (3) Given the product [C:1]([O:5][C:6]([N:8]1[CH2:13][CH2:12][CH:11]([O:14][C:18]2[CH:19]=[C:20]3[C:25](=[CH:26][CH:27]=2)[CH:24]=[N:23][CH:22]=[CH:21]3)[CH2:10][CH2:9]1)=[O:7])([CH3:4])([CH3:2])[CH3:3], predict the reactants needed to synthesize it. The reactants are: [C:1]([O:5][C:6]([N:8]1[CH2:13][CH2:12][CH:11]([OH:14])[CH2:10][CH2:9]1)=[O:7])([CH3:4])([CH3:3])[CH3:2].[H-].[Na+].F[C:18]1[CH:19]=[C:20]2[C:25](=[CH:26][CH:27]=1)[CH:24]=[N:23][CH:22]=[CH:21]2. (4) Given the product [F:7][CH2:8][C:9]1[O:13][N:12]=[C:11]([C:14]([N:22]=[N+:23]=[N-:24])=[O:16])[CH:10]=1, predict the reactants needed to synthesize it. The reactants are: C(Cl)(=O)C(Cl)=O.[F:7][CH2:8][C:9]1[O:13][N:12]=[C:11]([C:14]([OH:16])=O)[CH:10]=1.CN(C=O)C.[N-:22]=[N+:23]=[N-:24].[Na+].